This data is from TCR-epitope binding with 47,182 pairs between 192 epitopes and 23,139 TCRs. The task is: Binary Classification. Given a T-cell receptor sequence (or CDR3 region) and an epitope sequence, predict whether binding occurs between them. (1) The epitope is SSNVANYQK. The TCR CDR3 sequence is CASSLDPAQQYF. Result: 1 (the TCR binds to the epitope). (2) The epitope is YFPLQSYGF. Result: 1 (the TCR binds to the epitope). The TCR CDR3 sequence is CASSYSGSSAYEQYF. (3) The epitope is FLPRVFSAV. The TCR CDR3 sequence is CASSHAGSSYNEQFF. Result: 1 (the TCR binds to the epitope).